From a dataset of Reaction yield outcomes from USPTO patents with 853,638 reactions. Predict the reaction yield, written as a fraction of the theoretical maximum amount of product (1.0 means a 100% yield; for example, 0.34 means a 34% yield). (1) The reactants are [CH2:1]([N:3]1[C:15]2[CH:14]=[CH:13][C:12]([CH:16]=O)=[CH:11][C:10]=2[C:9]2[C:4]1=[CH:5][CH:6]=[CH:7][CH:8]=2)[CH3:2].[CH3:18][O:19][C:20]([CH2:22][C@@H:23]([CH2:27][CH:28]([CH3:30])[CH3:29])[C:24]([OH:26])=O)=[O:21].[CH2:31]([N+:38]#[C-:39])[C:32]1[CH:37]=[CH:36][CH:35]=[CH:34][CH:33]=1.[NH3:40].C[OH:42]. No catalyst specified. The product is [CH2:1]([N:3]1[C:15]2[CH:14]=[CH:13][C:12]([CH:16]([C:39](=[O:42])[NH:38][CH2:31][C:32]3[CH:37]=[CH:36][CH:35]=[CH:34][CH:33]=3)[NH:40][C:24]([C@H:23]([CH2:27][CH:28]([CH3:30])[CH3:29])[CH2:22][C:20]([O:19][CH3:18])=[O:21])=[O:26])=[CH:11][C:10]=2[C:9]2[C:4]1=[CH:5][CH:6]=[CH:7][CH:8]=2)[CH3:2]. The yield is 0.230. (2) The reactants are [NH2:1][C:2]1[CH:3]=[C:4]([CH:17]=[CH:18][CH:19]=1)[O:5][C:6]1[C:15]2[NH:14][C:13](=[O:16])[CH:12]=[N:11][C:10]=2[N:9]=[CH:8][CH:7]=1.[F:20][C:21]1[CH:26]=[CH:25][C:24]([C:27]([F:30])([F:29])[F:28])=[CH:23][C:22]=1[N:31]=[C:32]=[O:33]. No catalyst specified. The product is [F:20][C:21]1[CH:26]=[CH:25][C:24]([C:27]([F:30])([F:29])[F:28])=[CH:23][C:22]=1[NH:31][C:32]([NH:1][C:2]1[CH:19]=[CH:18][CH:17]=[C:4]([O:5][C:6]2[C:15]3[NH:14][C:13](=[O:16])[CH:12]=[N:11][C:10]=3[N:9]=[CH:8][CH:7]=2)[CH:3]=1)=[O:33]. The yield is 0.730.